Dataset: Catalyst prediction with 721,799 reactions and 888 catalyst types from USPTO. Task: Predict which catalyst facilitates the given reaction. (1) Reactant: C1C=C(Cl)C=C(C(OO)=[O:9])C=1.[CH3:12][S:13]([N:16]1[CH2:33][CH2:32][CH2:31][N:19]2[C:20]3[C:29]4[C:24](=[CH:25][CH:26]=[CH:27][CH:28]=4)[N:23]=[CH:22][C:21]=3[N:30]=[C:18]2[CH2:17]1)(=[O:15])=[O:14].[OH-].[NH4+].C1(C)C=CC(S(Cl)(=O)=O)=CC=1. Product: [CH3:12][S:13]([N:16]1[CH2:33][CH2:32][CH2:31][N:19]2[C:20]3[C:29]4[C:24](=[CH:25][CH:26]=[CH:27][CH:28]=4)[N+:23]([O-:9])=[CH:22][C:21]=3[N:30]=[C:18]2[CH2:17]1)(=[O:15])=[O:14]. The catalyst class is: 22. (2) Reactant: C(OC([N:8]1[CH2:11][CH:10]([C:12]2[CH:17]=[C:16]([Cl:18])[C:15]([C:19]3[S:20][C:21]4[C:22]([NH:28][C:29]5[CH:34]=[C:33]([CH3:35])[N:32]=[CH:31][N:30]=5)=[N:23][CH:24]=[CH:25][C:26]=4[N:27]=3)=[C:14]([Cl:36])[CH:13]=2)[CH2:9]1)=O)(C)(C)C.C(OC(N1CC(C2C=C(Cl)C(C3SC4C(Cl)=NC=CC=4N=3)=C(Cl)C=2)C1)=O)(C)(C)C.CC1N=CN=C(N)C=1.CC1(C)C2C(=C(P(C3C=CC=CC=3)C3C=CC=CC=3)C=CC=2)OC2C(P(C3C=CC=CC=3)C3C=CC=CC=3)=CC=CC1=2.C([O-])([O-])=O.[Cs+].[Cs+]. Product: [NH:8]1[CH2:9][CH:10]([C:12]2[CH:17]=[C:16]([Cl:18])[C:15]([C:19]3[S:20][C:21]4[C:22]([NH:28][C:29]5[CH:34]=[C:33]([CH3:35])[N:32]=[CH:31][N:30]=5)=[N:23][CH:24]=[CH:25][C:26]=4[N:27]=3)=[C:14]([Cl:36])[CH:13]=2)[CH2:11]1. The catalyst class is: 62. (3) Reactant: [C:1]([OH:8])(=[O:7])/[CH:2]=[CH:3]/[C:4]([OH:6])=[O:5].[C:9]([N:12]1[CH2:17][CH2:16][N:15]([CH2:18][CH2:19][O:20][C:21]2[CH:26]=[CH:25][C:24]([CH:27]3[CH2:32][CH2:31][N:30]([C:33]4[CH2:34][CH2:35][C:36]5[N:37]([C:39]([C:42]([F:45])([F:44])[F:43])=[N:40][N:41]=5)[N:38]=4)[CH2:29][CH2:28]3)=[CH:23][CH:22]=2)[CH2:14][CH2:13]1)(=[O:11])[CH3:10].C(OC(=O)C)C. Product: [C:1]([OH:8])(=[O:7])/[CH:2]=[CH:3]/[C:4]([OH:6])=[O:5].[C:9]([N:12]1[CH2:13][CH2:14][N:15]([CH2:18][CH2:19][O:20][C:21]2[CH:22]=[CH:23][C:24]([CH:27]3[CH2:28][CH2:29][N:30]([C:33]4[CH2:34][CH2:35][C:36]5[N:37]([C:39]([C:42]([F:43])([F:44])[F:45])=[N:40][N:41]=5)[N:38]=4)[CH2:31][CH2:32]3)=[CH:25][CH:26]=2)[CH2:16][CH2:17]1)(=[O:11])[CH3:10]. The catalyst class is: 5. (4) Reactant: [C:1]([Cl:4])(=O)C.[NH2:5][C@H:6]([C:9]([OH:11])=[O:10])[CH2:7][OH:8]. Product: [ClH:4].[NH2:5][C@@H:6]([CH2:7][OH:8])[C:9]([O:11][CH3:1])=[O:10]. The catalyst class is: 5. (5) Reactant: CS(O[CH:6]([C:25]1[CH:30]=[CH:29][C:28]([Cl:31])=[C:27]([N+:32]([O-:34])=[O:33])[CH:26]=1)[CH2:7][CH2:8][CH:9](OS(C)(=O)=O)[C:10]1[CH:15]=[CH:14][C:13]([Cl:16])=[C:12]([N+:17]([O-:19])=[O:18])[CH:11]=1)(=O)=O.[C:35]([C:39]1[CH:45]=[CH:44][C:42]([NH2:43])=[CH:41][CH:40]=1)([CH3:38])([CH3:37])[CH3:36].O. Product: [C:35]([C:39]1[CH:40]=[CH:41][C:42]([N:43]2[CH:9]([C:10]3[CH:15]=[CH:14][C:13]([Cl:16])=[C:12]([N+:17]([O-:19])=[O:18])[CH:11]=3)[CH2:8][CH2:7][CH:6]2[C:25]2[CH:30]=[CH:29][C:28]([Cl:31])=[C:27]([N+:32]([O-:34])=[O:33])[CH:26]=2)=[CH:44][CH:45]=1)([CH3:38])([CH3:36])[CH3:37]. The catalyst class is: 3. (6) Reactant: [I:1][C:2]1[CH:3]=[CH:4][C:5]([O:9][CH2:10][CH2:11][O:12][CH3:13])=[C:6]([NH2:8])[CH:7]=1.Cl[C:15]1[C:20]([Cl:21])=[CH:19][N:18]=[C:17]([NH2:22])[N:16]=1. Product: [Cl:21][C:20]1[C:15]([NH:8][C:6]2[CH:7]=[C:2]([I:1])[CH:3]=[CH:4][C:5]=2[O:9][CH2:10][CH2:11][O:12][CH3:13])=[N:16][C:17]([NH2:22])=[N:18][CH:19]=1. The catalyst class is: 12. (7) Product: [F:1][C:2]1[CH:16]=[CH:15][C:5]([CH:6]([C:7]2[CH:12]=[CH:11][C:10]([F:13])=[CH:9][CH:8]=2)[N:28]2[CH2:29][CH2:30][C:31](=[O:32])[CH:26]([CH:25]([C:22]3[CH:21]=[CH:20][C:19]([F:18])=[CH:24][CH:23]=3)[C:33]3[CH:34]=[CH:35][C:36]([F:39])=[CH:37][CH:38]=3)[CH2:27]2)=[CH:4][CH:3]=1. The catalyst class is: 6. Reactant: [F:1][C:2]1[CH:16]=[CH:15][C:5]([CH:6](O)[C:7]2[CH:12]=[CH:11][C:10]([F:13])=[CH:9][CH:8]=2)=[CH:4][CH:3]=1.Cl.[F:18][C:19]1[CH:24]=[CH:23][C:22]([CH:25]([C:33]2[CH:38]=[CH:37][C:36]([F:39])=[CH:35][CH:34]=2)[CH:26]2[C:31](=[O:32])[CH2:30][CH2:29][NH:28][CH2:27]2)=[CH:21][CH:20]=1.C(N(C(C)C)CC)(C)C.ClCCl. (8) Reactant: [N:8]1(C([N:8]2[CH:12]=[CH:11][N:10]=[CH:9]2)=N)[CH:12]=[CH:11][N:10]=[CH:9]1.N[C:14]1[CH:19]=[CH:18]C(C)=C[C:15]=1[OH:21]. Product: [O:21]1[C:15]2[CH:14]=[CH:19][CH:18]=[CH:12][C:11]=2[N:10]=[C:9]1[NH2:8]. The catalyst class is: 1. (9) Reactant: [F:1][CH:2]([F:42])[C:3]1[CH:12]=[C:11]2[C:6]([CH2:7][CH2:8][CH2:9][N:10]2[C:13]2[C:17]3[CH2:18][N:19](C(OC(C)(C)C)=O)[CH2:20][CH2:21][C:16]=3[N:15]([CH:29]3[CH2:35][CH2:34][CH2:33][O:32][CH2:31][CH2:30]3)[N:14]=2)=[CH:5][C:4]=1[C:36]1[CH:37]=[N:38][N:39]([CH3:41])[CH:40]=1.F[C:44](F)(F)[C:45](O)=[O:46].C(N(CC)CC)C.[C:57](OC(=O)C)(=[O:59])[CH3:58]. Product: [F:42][CH:2]([F:1])[C:3]1[CH:12]=[C:11]2[C:6]([CH2:7][CH2:8][CH2:9][N:10]2[C:13]2[C:17]3[CH2:18][N:19]([C:45](=[O:46])[CH3:44])[CH2:20][CH2:21][C:16]=3[N:15]([C@H:29]3[CH2:35][CH2:34][CH2:33][O:32][CH2:31][CH2:30]3)[N:14]=2)=[CH:5][C:4]=1[C:36]1[CH:37]=[N:38][N:39]([CH3:41])[CH:40]=1.[F:42][CH:2]([F:1])[C:3]1[CH:12]=[C:11]2[C:6]([CH2:7][CH2:8][CH2:9][N:10]2[C:13]2[C:17]3[CH2:18][N:19]([C:57](=[O:59])[CH3:58])[CH2:20][CH2:21][C:16]=3[N:15]([C@@H:29]3[CH2:35][CH2:34][CH2:33][O:32][CH2:31][CH2:30]3)[N:14]=2)=[CH:5][C:4]=1[C:36]1[CH:37]=[N:38][N:39]([CH3:41])[CH:40]=1. The catalyst class is: 4.